Dataset: NCI-60 drug combinations with 297,098 pairs across 59 cell lines. Task: Regression. Given two drug SMILES strings and cell line genomic features, predict the synergy score measuring deviation from expected non-interaction effect. Drug 1: CCC1=CC2CC(C3=C(CN(C2)C1)C4=CC=CC=C4N3)(C5=C(C=C6C(=C5)C78CCN9C7C(C=CC9)(C(C(C8N6C)(C(=O)OC)O)OC(=O)C)CC)OC)C(=O)OC.C(C(C(=O)O)O)(C(=O)O)O. Drug 2: CCN(CC)CCCC(C)NC1=C2C=C(C=CC2=NC3=C1C=CC(=C3)Cl)OC. Cell line: T-47D. Synergy scores: CSS=30.9, Synergy_ZIP=-10.1, Synergy_Bliss=-3.71, Synergy_Loewe=-2.75, Synergy_HSA=-2.97.